Dataset: Retrosynthesis with 50K atom-mapped reactions and 10 reaction types from USPTO. Task: Predict the reactants needed to synthesize the given product. (1) Given the product COc1ccc(N(CCc2ccc(C(F)(F)F)cc2)C(=O)C(N)c2ccccc2OC)cc1OC, predict the reactants needed to synthesize it. The reactants are: COc1ccc(N(CCc2ccc(C(F)(F)F)cc2)C(=O)C(NC(=O)OC(C)(C)C)c2ccccc2OC)cc1OC. (2) Given the product N#CC1(NC(=O)[C@@H]2CCCC[C@H]2c2oc(-c3cccc(Cl)c3)nc2-c2ccc(N3CCS(=O)(=O)CC3)cc2)CC1, predict the reactants needed to synthesize it. The reactants are: N#CC1(NC(=O)[C@@H]2CCCC[C@H]2c2oc(-c3cccc(Cl)c3)nc2-c2ccc(Br)cc2)CC1.O=S1(=O)CCNCC1. (3) Given the product COC(=O)c1ccc(C(=O)NC2CCC(OC(C)=O)CC2c2ccc(OC)c(OC)c2)cc1, predict the reactants needed to synthesize it. The reactants are: COC(=O)c1ccc(C(=O)O)cc1.COc1ccc(C2CC(OC(C)=O)CCC2N)cc1OC. (4) Given the product COC(=O)/C=C/c1cnc2c(N3CCN(C(=O)OC(C)(C)C)CC3)cccc2c1, predict the reactants needed to synthesize it. The reactants are: C=CC(=O)OC.CC(C)(C)OC(=O)N1CCN(c2cccc3cc(I)cnc23)CC1. (5) Given the product O=C1c2ccccc2S(=O)(=O)N1CCCCBr, predict the reactants needed to synthesize it. The reactants are: BrCCCCBr.O=C1NS(=O)(=O)c2ccccc21.